From a dataset of Catalyst prediction with 721,799 reactions and 888 catalyst types from USPTO. Predict which catalyst facilitates the given reaction. Reactant: [CH2:1]([O:3][C:4](=[O:12])[C:5]1[CH:10]=[CH:9][CH:8]=[CH:7][C:6]=1Br)[CH3:2].C([O-])(=O)C.[K+].[CH3:18][C:19]1([CH3:35])[C:23]([CH3:25])([CH3:24])[O:22][B:21]([B:21]2[O:22][C:23]([CH3:25])([CH3:24])[C:19]([CH3:35])([CH3:18])[O:20]2)[O:20]1. Product: [CH2:1]([O:3][C:4](=[O:12])[C:5]1[CH:10]=[CH:9][CH:8]=[CH:7][C:6]=1[B:21]1[O:22][C:23]([CH3:25])([CH3:24])[C:19]([CH3:35])([CH3:18])[O:20]1)[CH3:2]. The catalyst class is: 558.